Dataset: Forward reaction prediction with 1.9M reactions from USPTO patents (1976-2016). Task: Predict the product of the given reaction. (1) Given the reactants [Cl:1][C:2]1[CH:7]=[CH:6][CH:5]=[CH:4][C:3]=1[C:8]1[C:35](=[O:36])[N:34]([CH3:37])[C:11]2[N:12]=[C:13]([NH:16][C:17]3[CH:26]=[CH:25][CH:24]=[C:23]4[C:18]=3[CH2:19][CH2:20][N:21](C(OC(C)(C)C)=O)[CH2:22]4)[N:14]=[CH:15][C:10]=2[CH:9]=1.C(O)(C(F)(F)F)=O, predict the reaction product. The product is: [Cl:1][C:2]1[CH:7]=[CH:6][CH:5]=[CH:4][C:3]=1[C:8]1[C:35](=[O:36])[N:34]([CH3:37])[C:11]2[N:12]=[C:13]([NH:16][C:17]3[CH:26]=[CH:25][CH:24]=[C:23]4[C:18]=3[CH2:19][CH2:20][NH:21][CH2:22]4)[N:14]=[CH:15][C:10]=2[CH:9]=1. (2) Given the reactants Cl[C:2]([O:4][C:5]1[CH:10]=[CH:9][C:8]([Cl:11])=[CH:7][CH:6]=1)=[O:3].C(N(CC)CC)C.[NH2:19][N:20]1[CH2:25][CH2:24][CH2:23][CH2:22][CH2:21]1, predict the reaction product. The product is: [Cl:11][C:8]1[CH:9]=[CH:10][C:5]([O:4][C:2](=[O:3])[NH:19][N:20]2[CH2:25][CH2:24][CH2:23][CH2:22][CH2:21]2)=[CH:6][CH:7]=1. (3) Given the reactants Br[C:2]1[CH:11]=[C:10]2[C:5]([CH:6]=[C:7]([CH3:30])[C:8]([CH:19]([O:25][C:26]([CH3:29])([CH3:28])[CH3:27])[C:20]([O:22]CC)=[O:21])=[C:9]2[C:12]2[CH:17]=[CH:16][C:15]([Cl:18])=[CH:14][CH:13]=2)=[CH:4][CH:3]=1.[C:31]([C:35]#[CH:36])([CH3:34])([CH3:33])[CH3:32], predict the reaction product. The product is: [C:26]([O:25][CH:19]([C:8]1[C:7]([CH3:30])=[CH:6][C:5]2[C:10](=[CH:11][C:2]([C:36]#[C:35][C:31]([CH3:34])([CH3:33])[CH3:32])=[CH:3][CH:4]=2)[C:9]=1[C:12]1[CH:13]=[CH:14][C:15]([Cl:18])=[CH:16][CH:17]=1)[C:20]([OH:22])=[O:21])([CH3:29])([CH3:27])[CH3:28].